From a dataset of Forward reaction prediction with 1.9M reactions from USPTO patents (1976-2016). Predict the product of the given reaction. (1) Given the reactants [CH3:1][C:2]1[CH:15]=[C:5]2[C:6]([C@@H:10]3[CH2:12][C@H:11]3[CH2:13][NH2:14])=[CH:7][CH:8]=[CH:9][N:4]2[N:3]=1.C(N(CC)CC)C.[C:23](Cl)(=[O:30])[C:24]1[CH:29]=[CH:28][CH:27]=[CH:26][CH:25]=1, predict the reaction product. The product is: [CH3:1][C:2]1[CH:15]=[C:5]2[C:6]([C@@H:10]3[CH2:12][C@H:11]3[CH2:13][NH:14][C:23](=[O:30])[C:24]3[CH:29]=[CH:28][CH:27]=[CH:26][CH:25]=3)=[CH:7][CH:8]=[CH:9][N:4]2[N:3]=1. (2) Given the reactants BrC1[CH:11]=[C:10]2[C:5]([C:6](=[O:26])[C:7]([C:15]([NH:17][CH2:18][C:19]([O:21]C(C)(C)C)=[O:20])=[O:16])=[C:8]([OH:14])[C:9]2([CH3:13])[CH3:12])=[CH:4][CH:3]=1.C1(P(C2C=CC=CC=2)C2C=CC=CC=2)C=CC=CC=1.O.[C]=O.CC[O:51][C:52]([CH3:54])=[O:53], predict the reaction product. The product is: [C:19]([CH2:18][NH:17][C:15]([C:7]1[C:6](=[O:26])[C:5]2[CH:4]=[CH:3][C:54]([C:52]([OH:51])=[O:53])=[CH:11][C:10]=2[C:9]([CH3:12])([CH3:13])[C:8]=1[OH:14])=[O:16])([OH:21])=[O:20]. (3) Given the reactants [C:1](Cl)(=[O:10])[CH:2]=[CH:3][C:4]1[CH:9]=[CH:8][CH:7]=[CH:6][CH:5]=1.N1C=CC=CC=1.[F:18][C:19]1[CH:25]=[C:24]([F:26])[CH:23]=[CH:22][C:20]=1[NH2:21].C([O-])(O)=O.[Na+], predict the reaction product. The product is: [F:18][C:19]1[CH:25]=[C:24]([F:26])[CH:23]=[CH:22][C:20]=1[NH:21][C:1](=[O:10])[CH:2]=[CH:3][C:4]1[CH:9]=[CH:8][CH:7]=[CH:6][CH:5]=1. (4) Given the reactants S1C=C(C2C=CC(C(O)=O)=CC=2)N=N1.C1N=CN(C(N2C=NC=C2)=O)C=1.Cl.NC[C:30]1[CH:31]=[C:32]([CH:52]=[CH:53][CH:54]=1)[C:33]([NH:35]C1SC2C[C@@H](NC(=O)C(F)(F)F)CCC=2N=1)=[O:34].CCN(CC)CC.FC(F)(F)C(N)=O.C(=O)([O-])[O-].[K+].[K+].C(O)(C(F)(F)F)=O, predict the reaction product. The product is: [C:33]([NH2:35])(=[O:34])[C:32]1[CH:52]=[CH:53][CH:54]=[CH:30][CH:31]=1. (5) Given the reactants [CH3:1][C:2]1([CH3:15])[O:11][C:10]2[C:5](=[CH:6][C:7]([C:12]#[N:13])=[CH:8][CH:9]=2)[CH:4]2[O:14][CH:3]12.[N+:16]([C:19]1[CH:20]=[CH:21][C:22]2[S:26][C:25]([NH2:27])=[N:24][C:23]=2[CH:28]=1)([O-:18])=[O:17], predict the reaction product. The product is: [OH:14][CH:3]1[CH:4]([NH:27][C:25]2[S:26][C:22]3[CH:21]=[CH:20][C:19]([N+:16]([O-:18])=[O:17])=[CH:28][C:23]=3[N:24]=2)[C:5]2[C:10](=[CH:9][CH:8]=[C:7]([C:12]#[N:13])[CH:6]=2)[O:11][C:2]1([CH3:15])[CH3:1].